Dataset: Reaction yield outcomes from USPTO patents with 853,638 reactions. Task: Predict the reaction yield, written as a fraction of the theoretical maximum amount of product (1.0 means a 100% yield; for example, 0.34 means a 34% yield). (1) The reactants are [CH2:1]([O:3][C:4]1[N:9]=[C:8]([NH2:10])[CH:7]=[CH:6][CH:5]=1)[CH3:2].Cl[C:12]1[CH:17]=[C:16]([Cl:18])[N:15]=[N:14][C:13]=1[C:19]([O:21][CH2:22][CH3:23])=[O:20]. The catalyst is C(#N)C. The product is [Cl:18][C:16]1[N:15]=[N:14][C:13]([C:19]([O:21][CH2:22][CH3:23])=[O:20])=[C:12]([NH:10][C:8]2[CH:7]=[CH:6][CH:5]=[C:4]([O:3][CH2:1][CH3:2])[N:9]=2)[CH:17]=1. The yield is 0.0400. (2) The product is [CH3:12][CH:13]1[C:2]2[CH:10]=[CH:9][CH:8]=[CH:7][C:3]=2[C:4](=[O:5])[O:6]1. The catalyst is C1COCC1.CCCCCC. The reactants are Br[C:2]1[CH:10]=[CH:9][CH:8]=[CH:7][C:3]=1[C:4]([OH:6])=[O:5].[Li][CH2:12][CH2:13]CC.C(=O)C. The yield is 0.350. (3) The reactants are [ClH:1].Cl.[NH2:3][CH:4]1[CH2:9][CH2:8][N:7]([CH2:10][C@H:11]2[N:21]3[C:22]4[N:13]([C:14](=[O:24])[CH:15]=[CH:16][C:17]=4[CH:18]=[CH:19][C:20]3=[O:23])[CH2:12]2)[CH2:6][CH2:5]1.C(N(CC)CC)C.[CH:32]1[C:37]2[CH2:38][CH2:39][CH2:40][C:36]=2[CH:35]=[C:34]([CH:41]=O)[N:33]=1.[BH-](OC(C)=O)(OC(C)=O)OC(C)=O.[Na+].C([O-])(O)=O.[Na+]. The catalyst is C(Cl)(Cl)Cl.CO. The product is [ClH:1].[CH:32]1[C:37]2[CH2:38][CH2:39][CH2:40][C:36]=2[CH:35]=[C:34]([CH2:41][NH:3][CH:4]2[CH2:5][CH2:6][N:7]([CH2:10][C@H:11]3[N:21]4[C:22]5[N:13]([C:14](=[O:24])[CH:15]=[CH:16][C:17]=5[CH:18]=[CH:19][C:20]4=[O:23])[CH2:12]3)[CH2:8][CH2:9]2)[N:33]=1. The yield is 0.410. (4) The reactants are C(C1C=CC=CC=1N[C@@H](CC1C=CC(C2C=CC=C(NC)C=2)=CC=1)C(OCC)=O)(=O)C1C=CC=CC=1.[NH2:37][C@@H:38]([CH2:44][C:45]1[CH:50]=[CH:49][C:48]([C:51]2[CH:56]=[CH:55][CH:54]=[C:53]([CH2:57][NH:58][CH2:59][C:60](=[O:67])[C:61]3[CH:66]=[CH:65][CH:64]=[CH:63][CH:62]=3)[CH:52]=2)=[CH:47][CH:46]=1)[C:39]([O:41][CH2:42][CH3:43])=[O:40].O=[C:69]1[CH2:74][CH2:73][CH2:72][CH2:71][CH:70]1[C:75]([O:77][CH2:78][CH3:79])=[O:76]. No catalyst specified. The product is [C:60]([CH2:59][NH:58][CH2:57][C:53]1[CH:52]=[C:51]([C:48]2[CH:47]=[CH:46][C:45]([CH2:44][C@H:38]([NH:37][C:71]3[CH:72]=[CH:73][CH:74]=[CH:69][C:70]=3[C:75]([O:77][CH2:78][CH3:79])=[O:76])[C:39]([O:41][CH2:42][CH3:43])=[O:40])=[CH:50][CH:49]=2)[CH:56]=[CH:55][CH:54]=1)(=[O:67])[C:61]1[CH:62]=[CH:63][CH:64]=[CH:65][CH:66]=1. The yield is 0.100. (5) The reactants are C([O-])([O-])=O.[K+].[K+].[OH:7][C:8]1[CH:13]=[CH:12][C:11]([CH2:14][CH2:15][CH:16]([CH2:21][CH2:22][CH2:23][C:24]2[CH:29]=[CH:28][CH:27]=[CH:26][CH:25]=2)[C:17]([O:19][CH3:20])=[O:18])=[CH:10][CH:9]=1.F[C:31]1[CH:38]=[CH:37][C:34]([C:35]#[N:36])=[CH:33][CH:32]=1.O. The catalyst is CN(C=O)C. The product is [C:35]([C:34]1[CH:37]=[CH:38][C:31]([O:7][C:8]2[CH:9]=[CH:10][C:11]([CH2:14][CH2:15][CH:16]([CH2:21][CH2:22][CH2:23][C:24]3[CH:25]=[CH:26][CH:27]=[CH:28][CH:29]=3)[C:17]([O:19][CH3:20])=[O:18])=[CH:12][CH:13]=2)=[CH:32][CH:33]=1)#[N:36]. The yield is 0.990. (6) The reactants are [Cl:1][C:2]1[CH:7]=[CH:6][C:5]([C:8]2[CH:13]=[CH:12][CH:11]=[CH:10][C:9]=2[C@@H:14]([OH:30])[CH:15]2[CH2:20][CH2:19][N:18]([C:21]3[CH:29]=[CH:28][C:24]([C:25](O)=[O:26])=[CH:23][CH:22]=3)[CH2:17][CH2:16]2)=[CH:4][CH:3]=1.[O:31]1[CH2:36][CH2:35][N:34]([CH2:37][CH2:38][C@@H:39]([NH:48][C:49]2[CH:54]=[CH:53][C:52]([S:55]([NH2:58])(=[O:57])=[O:56])=[CH:51][C:50]=2[S:59]([C:62]([F:65])([F:64])[F:63])(=[O:61])=[O:60])[CH2:40][S:41][C:42]2[CH:47]=[CH:46][CH:45]=[CH:44][CH:43]=2)[CH2:33][CH2:32]1.C(Cl)CCl. The catalyst is CN(C1C=CN=CC=1)C. The product is [Cl:1][C:2]1[CH:3]=[CH:4][C:5]([C:8]2[CH:13]=[CH:12][CH:11]=[CH:10][C:9]=2[C@@H:14]([OH:30])[CH:15]2[CH2:20][CH2:19][N:18]([C:21]3[CH:22]=[CH:23][C:24]([C:25]([NH:58][S:55]([C:52]4[CH:53]=[CH:54][C:49]([NH:48][C@H:39]([CH2:38][CH2:37][N:34]5[CH2:35][CH2:36][O:31][CH2:32][CH2:33]5)[CH2:40][S:41][C:42]5[CH:43]=[CH:44][CH:45]=[CH:46][CH:47]=5)=[C:50]([S:59]([C:62]([F:65])([F:63])[F:64])(=[O:61])=[O:60])[CH:51]=4)(=[O:56])=[O:57])=[O:26])=[CH:28][CH:29]=3)[CH2:17][CH2:16]2)=[CH:6][CH:7]=1. The yield is 0.415. (7) The reactants are C(N(CC)CC)C.Cl.Cl.[CH2:10]([N:17]1[CH2:24][CH:23]2[O:25][CH:19]([CH2:20][NH:21][CH2:22]2)[CH2:18]1)[C:11]1[CH:16]=[CH:15][CH:14]=[CH:13][CH:12]=1.[C:26]([NH2:30])(=[O:29])[CH:27]=[CH2:28]. The catalyst is C(O)C. The product is [CH2:10]([N:17]1[CH2:24][CH:23]2[O:25][CH:19]([CH2:20][N:21]([CH2:28][CH2:27][C:26]([NH2:30])=[O:29])[CH2:22]2)[CH2:18]1)[C:11]1[CH:12]=[CH:13][CH:14]=[CH:15][CH:16]=1. The yield is 0.760.